Task: Regression. Given two drug SMILES strings and cell line genomic features, predict the synergy score measuring deviation from expected non-interaction effect.. Dataset: NCI-60 drug combinations with 297,098 pairs across 59 cell lines (1) Drug 1: C1=CC=C(C(=C1)C(C2=CC=C(C=C2)Cl)C(Cl)Cl)Cl. Drug 2: CC(C)CN1C=NC2=C1C3=CC=CC=C3N=C2N. Cell line: ACHN. Synergy scores: CSS=3.01, Synergy_ZIP=-2.75, Synergy_Bliss=-4.13, Synergy_Loewe=-1.67, Synergy_HSA=-1.67. (2) Drug 1: COC1=C(C=C2C(=C1)N=CN=C2NC3=CC(=C(C=C3)F)Cl)OCCCN4CCOCC4. Drug 2: CC1CCC2CC(C(=CC=CC=CC(CC(C(=O)C(C(C(=CC(C(=O)CC(OC(=O)C3CCCCN3C(=O)C(=O)C1(O2)O)C(C)CC4CCC(C(C4)OC)OCCO)C)C)O)OC)C)C)C)OC. Cell line: M14. Synergy scores: CSS=25.4, Synergy_ZIP=-3.51, Synergy_Bliss=5.21, Synergy_Loewe=4.52, Synergy_HSA=6.96.